Dataset: NCI-60 drug combinations with 297,098 pairs across 59 cell lines. Task: Regression. Given two drug SMILES strings and cell line genomic features, predict the synergy score measuring deviation from expected non-interaction effect. (1) Drug 1: C1=CC(=CC=C1C#N)C(C2=CC=C(C=C2)C#N)N3C=NC=N3. Drug 2: CCC1(C2=C(COC1=O)C(=O)N3CC4=CC5=C(C=CC(=C5CN(C)C)O)N=C4C3=C2)O.Cl. Cell line: HS 578T. Synergy scores: CSS=14.3, Synergy_ZIP=-2.25, Synergy_Bliss=-0.556, Synergy_Loewe=-13.6, Synergy_HSA=-2.36. (2) Drug 1: CC(C1=C(C=CC(=C1Cl)F)Cl)OC2=C(N=CC(=C2)C3=CN(N=C3)C4CCNCC4)N. Drug 2: C1=CC=C(C(=C1)C(C2=CC=C(C=C2)Cl)C(Cl)Cl)Cl. Cell line: HCC-2998. Synergy scores: CSS=27.7, Synergy_ZIP=12.3, Synergy_Bliss=18.1, Synergy_Loewe=8.78, Synergy_HSA=16.2.